This data is from Forward reaction prediction with 1.9M reactions from USPTO patents (1976-2016). The task is: Predict the product of the given reaction. (1) Given the reactants [Cl:1][C:2]1[CH:7]=[CH:6][C:5]([NH:8][C:9]([NH:11][CH2:12][CH:13]2[O:18][CH2:17][CH2:16][NH:15][CH2:14]2)=[O:10])=[CH:4][CH:3]=1.Br[CH2:20][C:21]#[N:22], predict the reaction product. The product is: [Cl:1][C:2]1[CH:7]=[CH:6][C:5]([NH:8][C:9]([NH:11][CH2:12][CH:13]2[O:18][CH2:17][CH2:16][N:15]([CH2:20][C:21]#[N:22])[CH2:14]2)=[O:10])=[CH:4][CH:3]=1. (2) Given the reactants C(OC([CH:6]1[CH2:11][CH2:10][N:9]([C:12]2[CH:17]=[CH:16][C:15]([C:18]([N:20]3[C:29]4[C:24](=[CH:25][CH:26]=[CH:27][CH:28]=4)[C@H:23]([N:30]([C:38](=[O:40])[CH3:39])[C:31]4[CH:36]=[CH:35][C:34]([Cl:37])=[CH:33][CH:32]=4)[CH2:22][C@@H:21]3[CH3:41])=[O:19])=[CH:14][CH:13]=2)[CH2:8][CH2:7]1)=O)C.[CH2:42]([O:44][C:45](C1CCNCC1)=[O:46])[CH3:43], predict the reaction product. The product is: [CH2:42]([O:44][C:45]([CH:7]1[CH2:6][CH2:11][CH2:10][N:9]([C:12]2[CH:13]=[CH:14][C:15]([C:18]([N:20]3[C:29]4[C:24](=[CH:25][CH:26]=[CH:27][CH:28]=4)[C@H:23]([N:30]([C:38](=[O:40])[CH3:39])[C:31]4[CH:36]=[CH:35][C:34]([Cl:37])=[CH:33][CH:32]=4)[CH2:22][C@@H:21]3[CH3:41])=[O:19])=[CH:16][CH:17]=2)[CH2:8]1)=[O:46])[CH3:43].